This data is from Forward reaction prediction with 1.9M reactions from USPTO patents (1976-2016). The task is: Predict the product of the given reaction. (1) Given the reactants Cl[C:2]1[CH:7]=[C:6]([C:8]2[CH:13]=[C:12]([Cl:14])[CH:11]=[CH:10][C:9]=2[O:15][CH3:16])[CH:5]=[CH:4][N:3]=1.[CH:17]1([OH:21])[CH2:20][CH2:19][CH2:18]1.[K].[O-]CCCC, predict the reaction product. The product is: [Cl:14][C:12]1[CH:11]=[CH:10][C:9]([O:15][CH3:16])=[C:8]([C:6]2[CH:5]=[CH:4][N:3]=[C:2]([O:21][CH:17]3[CH2:20][CH2:19][CH2:18]3)[CH:7]=2)[CH:13]=1. (2) Given the reactants [NH:1]1[CH2:4][CH:3]([O:5][C:6]2[CH:11]=[CH:10][C:9]([CH:12]3[CH2:17][CH2:16][N:15]([C:18]([O:20][CH2:21][C:22]4[CH:27]=[CH:26][CH:25]=[CH:24][CH:23]=4)=[O:19])[CH2:14][CH:13]3[O:28][CH2:29][C:30]3[CH:31]=[CH:32][C:33]4[O:38][CH2:37][C:36](=[O:39])[N:35]([CH2:40][CH2:41][CH2:42][O:43][CH3:44])[C:34]=4[CH:45]=3)=[CH:8][CH:7]=2)[CH2:2]1.Cl[C:47]1[O:48][C:49]2[CH:55]=[CH:54][CH:53]=[CH:52][C:50]=2[N:51]=1, predict the reaction product. The product is: [O:48]1[C:49]2[CH:55]=[CH:54][CH:53]=[CH:52][C:50]=2[N:51]=[C:47]1[N:1]1[CH2:4][CH:3]([O:5][C:6]2[CH:11]=[CH:10][C:9]([CH:12]3[CH2:17][CH2:16][N:15]([C:18]([O:20][CH2:21][C:22]4[CH:23]=[CH:24][CH:25]=[CH:26][CH:27]=4)=[O:19])[CH2:14][CH:13]3[O:28][CH2:29][C:30]3[CH:31]=[CH:32][C:33]4[O:38][CH2:37][C:36](=[O:39])[N:35]([CH2:40][CH2:41][CH2:42][O:43][CH3:44])[C:34]=4[CH:45]=3)=[CH:8][CH:7]=2)[CH2:2]1. (3) Given the reactants [CH3:1][C:2]1[CH:7]=[CH:6][C:5]([NH:8][S:9]([CH3:12])(=[O:11])=[O:10])=[CH:4][C:3]=1B1OC(C)(C)C(C)(C)O1.Br[CH:23]=[C:24]1[C:30]2[CH:31]=[CH:32][CH:33]=[CH:34][C:29]=2[CH2:28][CH2:27][C:26]2[CH:35]=[CH:36][CH:37]=[CH:38][C:25]1=2, predict the reaction product. The product is: [CH:35]1[C:26]2[CH2:27][CH2:28][C:29]3[CH:34]=[CH:33][CH:32]=[CH:31][C:30]=3[C:24](=[CH:23][C:3]3[CH:4]=[C:5]([NH:8][S:9]([CH3:12])(=[O:10])=[O:11])[CH:6]=[CH:7][C:2]=3[CH3:1])[C:25]=2[CH:38]=[CH:37][CH:36]=1. (4) Given the reactants [CH2:1]([O:3][C:4]([CH:6]1[CH2:11][CH2:10][CH2:9][N:8]([C:12]([O:14][C:15]([CH3:18])([CH3:17])[CH3:16])=[O:13])[CH2:7]1)=[O:5])[CH3:2].C[Si]([N-][Si](C)(C)C)(C)C.[Na+].[Cl:29][C:30]1[CH:35]=[N:34][CH:33]=[C:32](Cl)[N:31]=1, predict the reaction product. The product is: [CH2:1]([O:3][C:4]([C:6]1([C:32]2[CH:33]=[N:34][CH:35]=[C:30]([Cl:29])[N:31]=2)[CH2:11][CH2:10][CH2:9][N:8]([C:12]([O:14][C:15]([CH3:17])([CH3:16])[CH3:18])=[O:13])[CH2:7]1)=[O:5])[CH3:2]. (5) Given the reactants C([N:4]1[C:9](=[O:10])[NH:8][C:7](=[O:11])[C:6]([CH3:12])=[N:5]1)(=O)C.N1C=CC=CC=1.[C:19](Cl)(=[O:26])[C:20]1[CH:25]=[CH:24][CH:23]=[CH:22][CH:21]=1, predict the reaction product. The product is: [CH3:12][C:6]1[C:7](=[O:11])[N:8]([C:19]([C:20]2[CH:25]=[CH:24][CH:23]=[CH:22][CH:21]=2)=[O:26])[C:9](=[O:10])[NH:4][N:5]=1. (6) Given the reactants C[O:2][C:3](=[O:33])[CH2:4][CH2:5][CH2:6][CH2:7][CH2:8][CH2:9][N:10]1[C:14](=[O:15])[CH2:13][CH2:12][C@@H:11]1/[CH:16]=[CH:17]/[CH:18]([OH:32])[C:19]1[CH:20]=[C:21]([C:25]2[CH:30]=[CH:29][CH:28]=[CH:27][C:26]=2[CH3:31])[CH:22]=[CH:23][CH:24]=1, predict the reaction product. The product is: [OH:32][CH:18]([C:19]1[CH:20]=[C:21]([C:25]2[CH:30]=[CH:29][CH:28]=[CH:27][C:26]=2[CH3:31])[CH:22]=[CH:23][CH:24]=1)/[CH:17]=[CH:16]/[C@H:11]1[CH2:12][CH2:13][C:14](=[O:15])[N:10]1[CH2:9][CH2:8][CH2:7][CH2:6][CH2:5][CH2:4][C:3]([OH:33])=[O:2]. (7) Given the reactants [Br:1][C:2]1[S:6][C:5]([C:7]([OH:9])=[O:8])=[CH:4][CH:3]=1.[C:10](=O)([O-])[O-].[Cs+].[Cs+].IC.O, predict the reaction product. The product is: [Br:1][C:2]1[S:6][C:5]([C:7]([O:9][CH3:10])=[O:8])=[CH:4][CH:3]=1.